Task: Binary Classification. Given a drug SMILES string, predict its activity (active/inactive) in a high-throughput screening assay against a specified biological target.. Dataset: Choline transporter screen with 302,306 compounds (1) The drug is OC(=O)C(Cc1c(c2ccccc2)cccc1)C(O)=O. The result is 0 (inactive). (2) The drug is O=c1[nH]c2c(cc1CCNC(=O)c1cc([N+]([O-])=O)c(cc1)C)cc(c(c2)C)C. The result is 0 (inactive). (3) The drug is S1C(=O)C(/N(CC)C1=S)=c1\cc(n(c(c1)C)CCO)C. The result is 0 (inactive). (4) The drug is s1c(c2n(nc(c2)C(F)(F)F)c2ccc(cc2)C([O-])=O)ccc1. The result is 0 (inactive). (5) The molecule is Clc1cc(NC(=O)Cn2nc(c3c(c2=O)cccc3)C(O)=O)cc(Cl)c1. The result is 0 (inactive). (6) The drug is BrC1=C/C(=C/c2c([nH]oc2=O)C)C=CC1=O. The result is 1 (active). (7) The compound is OC(CN(CCC)CCC)COc1c(cccc1)C(=O)Nc1ccccc1. The result is 0 (inactive).